Dataset: Reaction yield outcomes from USPTO patents with 853,638 reactions. Task: Predict the reaction yield, written as a fraction of the theoretical maximum amount of product (1.0 means a 100% yield; for example, 0.34 means a 34% yield). (1) The reactants are [N:1]1([C:7]2[CH:12]=[CH:11][N:10]=[C:9]3[NH:13][CH:14]=[C:15]([NH:16][C:17](=[O:24])[C:18]4[CH:23]=[CH:22][CH:21]=[N:20][CH:19]=4)[C:8]=23)[CH2:6][CH2:5][NH:4][CH2:3][CH2:2]1.[C:25]([O:29][C:30]([NH:32][CH2:33][CH2:34][C:35](O)=[O:36])=[O:31])([CH3:28])([CH3:27])[CH3:26].C1C=CC2N(O)N=NC=2C=1.O.CCN=C=NCCCN(C)C.CCN(C(C)C)C(C)C. The catalyst is C(Cl)Cl. The product is [C:17]([NH:16][C:15]1[C:8]2[C:9](=[N:10][CH:11]=[CH:12][C:7]=2[N:1]2[CH2:2][CH2:3][N:4]([C:35](=[O:36])[CH2:34][CH2:33][NH:32][C:30](=[O:31])[O:29][C:25]([CH3:26])([CH3:27])[CH3:28])[CH2:5][CH2:6]2)[NH:13][CH:14]=1)(=[O:24])[C:18]1[CH:23]=[CH:22][CH:21]=[N:20][CH:19]=1. The yield is 0.489. (2) The reactants are Br[C:2]1[CH:7]=[C:6]([NH:8][C:9](=[O:18])[C:10]2[C:15]([Cl:16])=[CH:14][CH:13]=[CH:12][C:11]=2[Cl:17])[CH:5]=[CH:4][N:3]=1.[CH3:19][N:20]1[CH:24]=[CH:23][C:22]([NH2:25])=[N:21]1.CC1(C)C2C(=C(P(C3C=CC=CC=3)C3C=CC=CC=3)C=CC=2)OC2C(P(C3C=CC=CC=3)C3C=CC=CC=3)=CC=CC1=2.C([O-])([O-])=O.[Cs+].[Cs+]. The catalyst is C1C=CC(/C=C/C(/C=C/C2C=CC=CC=2)=O)=CC=1.C1C=CC(/C=C/C(/C=C/C2C=CC=CC=2)=O)=CC=1.C1C=CC(/C=C/C(/C=C/C2C=CC=CC=2)=O)=CC=1.[Pd].[Pd].O1CCOCC1. The product is [Cl:17][C:11]1[CH:12]=[CH:13][CH:14]=[C:15]([Cl:16])[C:10]=1[C:9]([NH:8][C:6]1[CH:5]=[CH:4][N:3]=[C:2]([NH:25][C:22]2[CH:23]=[CH:24][N:20]([CH3:19])[N:21]=2)[CH:7]=1)=[O:18]. The yield is 0.240. (3) The reactants are [Cl:1][C:2]1[CH:3]=[CH:4][C:5]([O:10][CH2:11][C:12]2[CH:17]=[CH:16][CH:15]=[CH:14][CH:13]=2)=[C:6]([CH2:8]O)[CH:7]=1.P(Br)(Br)[Br:19].C(=O)([O-])O.[Na+]. The catalyst is ClCCl.O.[Cl-].[Na+].O. The product is [C:12]1([CH2:11][O:10][C:5]2[CH:4]=[CH:3][C:2]([Cl:1])=[CH:7][C:6]=2[CH2:8][Br:19])[CH:17]=[CH:16][CH:15]=[CH:14][CH:13]=1. The yield is 0.790. (4) The reactants are [C:1]1([C:28]2[CH:33]=[CH:32][CH:31]=[CH:30][CH:29]=2)[CH:6]=[CH:5][C:4]([NH:7][C:8](=[O:27])[C:9]2[CH:14]=[CH:13][C:12]([S:15][CH3:16])=[C:11]([NH:17][C:18](=[O:26])[CH2:19][N:20]3[CH2:25][CH2:24][O:23][CH2:22][CH2:21]3)[CH:10]=2)=[CH:3][CH:2]=1.CO.O.I([O-])(=O)(=O)=[O:38].[Na+]. The catalyst is CC(C)=O. The product is [C:1]1([C:28]2[CH:29]=[CH:30][CH:31]=[CH:32][CH:33]=2)[CH:2]=[CH:3][C:4]([NH:7][C:8](=[O:27])[C:9]2[CH:14]=[CH:13][C:12]([S:15]([CH3:16])=[O:38])=[C:11]([NH:17][C:18](=[O:26])[CH2:19][N:20]3[CH2:25][CH2:24][O:23][CH2:22][CH2:21]3)[CH:10]=2)=[CH:5][CH:6]=1. The yield is 0.210. (5) The reactants are [CH:1]1([SH:6])[CH2:5][CH2:4][CH2:3][CH2:2]1.[OH-].[K+].Br[C:10]([CH3:17])([CH3:16])[C:11]([O:13][CH2:14][CH3:15])=[O:12]. The catalyst is C(O)C. The product is [CH2:14]([O:13][C:11](=[O:12])[C:10]([S:6][CH:1]1[CH2:5][CH2:4][CH2:3][CH2:2]1)([CH3:17])[CH3:16])[CH3:15]. The yield is 0.770.